From a dataset of Peptide-MHC class II binding affinity with 134,281 pairs from IEDB. Regression. Given a peptide amino acid sequence and an MHC pseudo amino acid sequence, predict their binding affinity value. This is MHC class II binding data. (1) The peptide sequence is IITPTNVSHIQSAVV. The MHC is HLA-DQA10501-DQB10201 with pseudo-sequence HLA-DQA10501-DQB10201. The binding affinity (normalized) is 0.239. (2) The peptide sequence is QELLDIANYLMEQIQ. The MHC is DRB1_0901 with pseudo-sequence DRB1_0901. The binding affinity (normalized) is 0.280. (3) The peptide sequence is KKNGGDAMYMALIAAFS. The MHC is DRB1_0701 with pseudo-sequence DRB1_0701. The binding affinity (normalized) is 0.552. (4) The peptide sequence is ATAANAAPANDKFTV. The MHC is HLA-DPA10301-DPB10402 with pseudo-sequence HLA-DPA10301-DPB10402. The binding affinity (normalized) is 0. (5) The peptide sequence is TFDGRGAQVYIGNGG. The MHC is DRB1_0802 with pseudo-sequence DRB1_0802. The binding affinity (normalized) is 0.239. (6) The MHC is HLA-DQA10102-DQB10602 with pseudo-sequence HLA-DQA10102-DQB10602. The peptide sequence is STGGAYDTYKCIPSL. The binding affinity (normalized) is 0.326. (7) The peptide sequence is SASVLSFMDKGIPFM. The MHC is HLA-DQA10501-DQB10303 with pseudo-sequence HLA-DQA10501-DQB10303. The binding affinity (normalized) is 0.338. (8) The MHC is HLA-DPA10201-DPB10501 with pseudo-sequence HLA-DPA10201-DPB10501. The binding affinity (normalized) is 0.190. The peptide sequence is SSKAATAKAPGLVPK.